This data is from Reaction yield outcomes from USPTO patents with 853,638 reactions. The task is: Predict the reaction yield, written as a fraction of the theoretical maximum amount of product (1.0 means a 100% yield; for example, 0.34 means a 34% yield). The reactants are [Cl:1][C:2]1[CH:24]=[CH:23][C:5]([C:6]([C:8]2[CH:9]=[C:10]3[C:15](=[CH:16][CH:17]=2)[N:14]([CH3:18])[C:13](=[O:19])[CH:12]=[C:11]3[C:20](=[S:22])[NH2:21])=[O:7])=[CH:4][CH:3]=1.Br[CH2:26][C:27]([C:29]1[CH:34]=[CH:33][CH:32]=[CH:31][CH:30]=1)=O.C(Cl)Cl. The catalyst is C(O)C. The product is [Cl:1][C:2]1[CH:3]=[CH:4][C:5]([C:6]([C:8]2[CH:9]=[C:10]3[C:15](=[CH:16][CH:17]=2)[N:14]([CH3:18])[C:13](=[O:19])[CH:12]=[C:11]3[C:20]2[S:22][CH:26]=[C:27]([C:29]3[CH:34]=[CH:33][CH:32]=[CH:31][CH:30]=3)[N:21]=2)=[O:7])=[CH:23][CH:24]=1. The yield is 0.740.